Dataset: NCI-60 drug combinations with 297,098 pairs across 59 cell lines. Task: Regression. Given two drug SMILES strings and cell line genomic features, predict the synergy score measuring deviation from expected non-interaction effect. (1) Drug 1: C1CCC(CC1)NC(=O)N(CCCl)N=O. Drug 2: C1=NC2=C(N1)C(=S)N=CN2. Cell line: T-47D. Synergy scores: CSS=-4.09, Synergy_ZIP=-3.92, Synergy_Bliss=-11.7, Synergy_Loewe=-13.5, Synergy_HSA=-11.4. (2) Drug 1: C1=NC2=C(N=C(N=C2N1C3C(C(C(O3)CO)O)O)F)N. Drug 2: C(=O)(N)NO. Cell line: A549. Synergy scores: CSS=2.96, Synergy_ZIP=-4.05, Synergy_Bliss=-5.67, Synergy_Loewe=-6.16, Synergy_HSA=-3.93.